This data is from Full USPTO retrosynthesis dataset with 1.9M reactions from patents (1976-2016). The task is: Predict the reactants needed to synthesize the given product. (1) Given the product [CH3:35]/[C:6](=[CH:7]\[CH:27]=[CH:28]\[CH:29]=[CH:30]\[CH3:31])/[C:4]([O:3][CH2:1][CH3:2])=[O:5], predict the reactants needed to synthesize it. The reactants are: [CH2:1]([O:3][C:4]([C:6](=P(C1C=CC=CC=1)(C1C=CC=CC=1)C1C=CC=CC=1)[CH3:7])=[O:5])[CH3:2].[CH:27](=O)/[CH:28]=[CH:29]/[CH:30]=[CH:31]C.Cl[CH2:35]Cl. (2) Given the product [CH3:1][O:2][C:3]1[CH:10]=[CH:9][C:8]([O:11][CH3:12])=[CH:7][C:4]=1[CH:5]1[C:21]([C:22]([O:24][CH2:25][CH3:26])=[O:23])=[C:20]([CH2:27][CH2:28][CH3:29])[NH:13][C:14]2=[N:15][NH:16][CH:17]=[C:18]12, predict the reactants needed to synthesize it. The reactants are: [CH3:1][O:2][C:3]1[CH:10]=[CH:9][C:8]([O:11][CH3:12])=[CH:7][C:4]=1[CH:5]=O.[NH2:13][C:14]1[CH:18]=[CH:17][NH:16][N:15]=1.O=[C:20]([CH2:27][CH2:28][CH3:29])[CH2:21][C:22]([O:24][CH2:25][CH3:26])=[O:23]. (3) Given the product [Cl:19][C:16]1[CH:17]=[CH:18][C:13]([C:12]2[N:7]3[N:6]=[CH:5][C:4]([C:1](=[O:2])[NH:28][C:29]4([C:37]([O:39][CH3:40])=[O:38])[CH2:34][CH2:33][S:32](=[O:36])(=[O:35])[CH2:31][CH2:30]4)=[C:8]3[N:9]=[CH:10][C:11]=2[C:21]2[CH:26]=[CH:25][CH:24]=[CH:23][C:22]=2[Cl:27])=[C:14]([F:20])[CH:15]=1, predict the reactants needed to synthesize it. The reactants are: [C:1]([C:4]1[CH:5]=[N:6][N:7]2[C:12]([C:13]3[CH:18]=[CH:17][C:16]([Cl:19])=[CH:15][C:14]=3[F:20])=[C:11]([C:21]3[CH:26]=[CH:25][CH:24]=[CH:23][C:22]=3[Cl:27])[CH:10]=[N:9][C:8]=12)(O)=[O:2].[NH2:28][C:29]1([C:37]([O:39][CH3:40])=[O:38])[CH2:34][CH2:33][S:32](=[O:36])(=[O:35])[CH2:31][CH2:30]1. (4) Given the product [Br:16][C:6]1[CH:5]=[CH:4][C:3]2[C:8](=[C:9]([CH3:12])[CH:10]=[N:11][C:2]=2[CH3:1])[N:7]=1, predict the reactants needed to synthesize it. The reactants are: [CH3:1][C:2]1[N:11]=[CH:10][C:9]([CH3:12])=[C:8]2[C:3]=1[CH:4]=[CH:5][C:6](=O)[NH:7]2.P(Br)(Br)([Br:16])=O.C(=O)(O)[O-].[Na+]. (5) Given the product [Cl:32][CH2:33][CH2:34][C:8]1[C:7]2=[N:6][C:5]3[C:4](=[CH:3][CH2:2][N:1]4[C:26]=3[CH2:27][C@@H:28]3[S:44][CH:25]=[CH:24][C:23]3=[CH:22]4)[C:12]2=[CH:11][CH2:10][CH:9]=1, predict the reactants needed to synthesize it. The reactants are: [NH2:1][CH2:2][CH2:3][C:4]1[C:12]2[C:7](=[CH:8][CH:9]=[CH:10][CH:11]=2)[NH:6][CH:5]=1.CO[C:25]1[CH:24]=[C:23]([CH2:22]CN)[CH:28]=[CH:27][C:26]=1O[CH2:22][C:23]1[CH:28]=[CH:27][CH:26]=[CH:25][CH:24]=1.[Cl:32][CH2:33][CH2:34]C1SC(CC(O)=O)=CC=1.[S:44]1C=CC=C1CC(O)=O. (6) Given the product [CH3:1][Si:2]([O:7][CH3:8])([O:5][CH3:6])[O:3][CH3:4].[OH-:9].[K+:10], predict the reactants needed to synthesize it. The reactants are: [CH3:1][Si:2]([O:7][CH3:8])([O:5][CH3:6])[O:3][CH3:4].[OH-:9].[K+:10].